This data is from Reaction yield outcomes from USPTO patents with 853,638 reactions. The task is: Predict the reaction yield, written as a fraction of the theoretical maximum amount of product (1.0 means a 100% yield; for example, 0.34 means a 34% yield). (1) The reactants are CC(C)([O-:4])C.[K+].[CH:7]([OH:10])([CH3:9])[CH3:8].Cl[C:12]1C=CC(C#N)=[CH:14][N:13]=1.[O:20]1[CH2:24][CH2:23][CH2:22][CH2:21]1. No catalyst specified. The product is [CH:7]([O:10][C:12]1[CH:21]=[CH:22][C:23]([C:24]([OH:20])=[O:4])=[CH:14][N:13]=1)([CH3:9])[CH3:8]. The yield is 0.850. (2) The reactants are C(OC([N:8]1[CH2:12][CH2:11][CH2:10][C@@H:9]1[CH2:13][O:14][C:15]1[CH:20]=[CH:19][C:18]([CH2:21][C:22]2[CH:27]=[CH:26][CH:25]=[CH:24][CH:23]=2)=[CH:17][N:16]=1)=O)(C)(C)C.[ClH:28]. The catalyst is C(OCC)C. The product is [ClH:28].[CH2:21]([C:18]1[CH:19]=[CH:20][C:15]([O:14][CH2:13][C@H:9]2[CH2:10][CH2:11][CH2:12][NH:8]2)=[N:16][CH:17]=1)[C:22]1[CH:23]=[CH:24][CH:25]=[CH:26][CH:27]=1. The yield is 0.960. (3) The yield is 0.660. The product is [C:5]12([CH2:4][CH2:3][NH:2][CH3:1])[CH2:12][CH:11]3[CH2:10][CH:9]([CH2:8][CH:7]([CH2:13]3)[CH2:6]1)[CH2:14]2. The catalyst is O1CCCC1.C(OCC)C. The reactants are [CH3:1][NH:2][C:3](=O)[CH2:4][C:5]12[CH2:14][CH:9]3[CH2:10][CH:11]([CH2:13][CH:7]([CH2:8]3)[CH2:6]1)[CH2:12]2.[H-].[Al+3].[Li+].[H-].[H-].[H-].C(OCC)(=O)C. (4) The reactants are Cl[C:2]1[C:7]([F:8])=[CH:6][CH:5]=[CH:4][N:3]=1.[NH:9]1[CH2:14][CH2:13][NH:12][CH2:11][CH2:10]1. The catalyst is C(O)CCC. The product is [F:8][C:7]1[C:2]([N:9]2[CH2:14][CH2:13][NH:12][CH2:11][CH2:10]2)=[N:3][CH:4]=[CH:5][CH:6]=1. The yield is 0.730.